From a dataset of Forward reaction prediction with 1.9M reactions from USPTO patents (1976-2016). Predict the product of the given reaction. (1) Given the reactants [N:1]1(C(OC([N:1]2[C:11]3[C:6](=[CH:7][CH:8]=[CH:9][CH:10]=3)[C:4](=[O:5])C2=O)=O)=O)[C:11]2[C:6](=[CH:7][CH:8]=[CH:9][CH:10]=2)[C:4](=[O:5])C1=O.[NH2:28][C:29]1[CH:30]=[CH:31][C:32]2[C:36]([CH:37]=1)=[N:35][N:34]([CH3:38])[CH:33]=2.C(O)(=O)C, predict the reaction product. The product is: [NH2:1][C:11]1[CH:10]=[CH:9][CH:8]=[CH:7][C:6]=1[C:4]([NH:28][C:29]1[CH:30]=[CH:31][C:32]2[C:36]([CH:37]=1)=[N:35][N:34]([CH3:38])[CH:33]=2)=[O:5]. (2) Given the reactants [CH2:1]([C@H:8]([NH:30][C:31](=[O:50])[C@H:32]([CH:47]([CH3:49])[CH3:48])[NH:33][C:34]([N:36]([CH2:38][C:39]1[N:40]=[C:41]([CH:44]([CH3:46])[CH3:45])[S:42][CH:43]=1)[CH3:37])=[O:35])[CH2:9][C@H:10]([OH:29])[C@@H:11]([NH:19][C:20]([O:22][CH2:23][C:24]1[S:28][CH:27]=[N:26][CH:25]=1)=[O:21])[CH2:12][C:13]1[CH:18]=[CH:17][CH:16]=[CH:15][CH:14]=1)[C:2]1[CH:7]=[CH:6][CH:5]=[CH:4][CH:3]=1.[CH2:51]([S:55][CH2:56][CH:57]([CH3:59])[CH3:58])[CH:52]([CH3:54])[CH3:53].C(OOC(=O)C1C=CC=CC=1)(=O)C1C=CC=CC=1, predict the reaction product. The product is: [CH2:1]([C@H:8]([NH:30][C:31](=[O:50])[C@H:32]([CH:47]([CH3:49])[CH3:48])[NH:33][C:34]([N:36]([CH2:38][C:39]1[N:40]=[C:41]([CH:44]([CH3:45])[CH3:46])[S:42][CH:43]=1)[CH3:37])=[O:35])[CH2:9][C@H:10]([O:29][CH:51]([S:55][CH2:56][CH:57]([CH3:59])[CH3:58])[CH:52]([CH3:54])[CH3:53])[C@@H:11]([NH:19][C:20]([O:22][CH2:23][C:24]1[S:28][CH:27]=[N:26][CH:25]=1)=[O:21])[CH2:12][C:13]1[CH:18]=[CH:17][CH:16]=[CH:15][CH:14]=1)[C:2]1[CH:3]=[CH:4][CH:5]=[CH:6][CH:7]=1.